From a dataset of PAMPA (Parallel Artificial Membrane Permeability Assay) permeability data from NCATS. Regression/Classification. Given a drug SMILES string, predict its absorption, distribution, metabolism, or excretion properties. Task type varies by dataset: regression for continuous measurements (e.g., permeability, clearance, half-life) or binary classification for categorical outcomes (e.g., BBB penetration, CYP inhibition). Dataset: pampa_ncats. (1) The compound is CC1=CC=C(C=C1)C2=NC(=C(O2)C)CN3C4=C(C=C3C(=O)OC)OC=C4. The result is 1 (high permeability). (2) The compound is CC1=CC=C(C=C1)NC(=O)C2=C(C=NC=C2)NS(=O)(=O)C3=CC=C(C=C3)C. The result is 1 (high permeability). (3) The molecule is CC1=CC(=CC=C1)N2C=NC3=C2C=CC(=C3)C(=O)N4CCCC(C4)C(C)C. The result is 1 (high permeability). (4) The compound is C[C@@H]1[C@H]([C@@](C[C@@H]([C@@]2([C@@H]3[C@]1(CCC2C)CCC3=O)C)OC(=O)CSC(C)(C)CNC(=O)[C@H](C(C)C)N)(C)C=C)O. The result is 1 (high permeability). (5) The drug is C1CN(CCC1C(=O)N)C2=NN=C(S2)C3=CC=C(C=C3)Br. The result is 1 (high permeability). (6) The molecule is CN(C)CCCN1C(C2=C(C1=O)OC3=C(C2=O)C=C(C=C3)Cl)C4=CC(=C(C=C4)OC)OC. The result is 1 (high permeability). (7) The drug is CC1=CC(=C(N1C2=CC=CC3=CC=CC=C32)C)C4=NN=C5N4CCCCC5. The result is 1 (high permeability).